From a dataset of Catalyst prediction with 721,799 reactions and 888 catalyst types from USPTO. Predict which catalyst facilitates the given reaction. (1) Reactant: Cl[C:2]1[CH:7]=[C:6]([Cl:8])[N:5]=[C:4]([CH2:9][O:10][CH3:11])[N:3]=1.[F:12][C:13]([F:27])([F:26])[C:14]1[C:15]([N:20]2[CH2:25][CH2:24][NH:23][CH2:22][CH2:21]2)=[N:16][CH:17]=[CH:18][CH:19]=1.C(=O)(O)[O-].[Na+]. Product: [Cl:8][C:6]1[CH:7]=[C:2]([N:23]2[CH2:24][CH2:25][N:20]([C:15]3[C:14]([C:13]([F:27])([F:12])[F:26])=[CH:19][CH:18]=[CH:17][N:16]=3)[CH2:21][CH2:22]2)[N:3]=[C:4]([CH2:9][O:10][CH3:11])[N:5]=1. The catalyst class is: 8. (2) Reactant: Cl[C:2]1[CH:11]=[C:10]2[C:5]([C:6]([NH:12][C:13]3[CH:18]=[CH:17][C:16]([F:19])=[CH:15][CH:14]=3)=[CH:7][CH:8]=[N:9]2)=[CH:4][CH:3]=1.[H][H]. Product: [F:19][C:16]1[CH:17]=[CH:18][C:13]([NH:12][C:6]2[C:5]3[C:10](=[CH:11][CH:2]=[CH:3][CH:4]=3)[N:9]=[CH:8][CH:7]=2)=[CH:14][CH:15]=1. The catalyst class is: 78. (3) Reactant: Cl[C:2]1[C:11]2[CH:10]=[C:9]3[N:12]=[CH:13][N:14]=[C:8]3[CH2:7][C:6]=2[N:5]=[CH:4][C:3]=1[C:15]#[N:16].[NH2:17][C:18]1[CH:23]=[C:22]([OH:24])[C:21]([CH3:25])=[CH:20][CH:19]=1.Cl.N1C=CC=CC=1.C(=O)(O)[O-].[Na+]. Product: [OH:24][C:22]1[CH:23]=[C:18]([NH:17][C:2]2[C:11]3[CH:10]=[C:9]4[N:12]=[CH:13][N:14]=[C:8]4[CH2:7][C:6]=3[N:5]=[CH:4][C:3]=2[C:15]#[N:16])[CH:19]=[CH:20][C:21]=1[CH3:25]. The catalyst class is: 486. (4) Reactant: [F:1][C:2]([F:26])([F:25])[C@H:3]([N:12]1[CH2:16][CH2:15][C@H:14]([NH:17][C:18](=[O:24])[O:19][C:20]([CH3:23])([CH3:22])[CH3:21])[CH2:13]1)[C:4]1[CH:5]=[N:6][C:7]([NH:10][NH2:11])=[CH:8][CH:9]=1.[F:27][C:28]1[C:29]([CH:43]=O)=[N:30][C:31]2[C:36]([CH:37]=1)=[CH:35][CH:34]=[C:33]([O:38][CH2:39][CH2:40][O:41][CH3:42])[CH:32]=2.C(O)(=O)C.C(O)(=O)C.IC1C=CC=CC=1. Product: [F:26][C:2]([F:25])([F:1])[C@H:3]([N:12]1[CH2:16][CH2:15][C@H:14]([NH:17][C:18](=[O:24])[O:19][C:20]([CH3:22])([CH3:23])[CH3:21])[CH2:13]1)[C:4]1[CH:9]=[CH:8][C:7]2[N:6]([C:43]([C:29]3[C:28]([F:27])=[CH:37][C:36]4[C:31](=[CH:32][C:33]([O:38][CH2:39][CH2:40][O:41][CH3:42])=[CH:34][CH:35]=4)[N:30]=3)=[N:11][N:10]=2)[CH:5]=1. The catalyst class is: 271.